Predict the reactants needed to synthesize the given product. From a dataset of Full USPTO retrosynthesis dataset with 1.9M reactions from patents (1976-2016). Given the product [CH2:36]([O:43][C:10]1[CH:11]=[CH:12][C:13]([C:15]([F:18])([F:16])[F:17])=[CH:14][C:9]=1[CH2:8][N:7]([CH2:6][C:5]1[CH:27]=[C:28]([C:30]([F:32])([F:31])[F:33])[CH:29]=[C:3]([C:2]([F:1])([F:34])[F:35])[CH:4]=1)[C:20]1[N:21]=[CH:22][C:23]([Br:26])=[CH:24][N:25]=1)[C:37]1[CH:42]=[CH:41][CH:40]=[CH:39][CH:38]=1, predict the reactants needed to synthesize it. The reactants are: [F:1][C:2]([F:35])([F:34])[C:3]1[CH:4]=[C:5]([CH:27]=[C:28]([C:30]([F:33])([F:32])[F:31])[CH:29]=1)[CH2:6][N:7]([C:20]1[N:25]=[CH:24][C:23]([Br:26])=[CH:22][N:21]=1)[CH2:8][C:9]1[CH:14]=[C:13]([C:15]([F:18])([F:17])[F:16])[CH:12]=[CH:11][C:10]=1F.[CH2:36]([OH:43])[C:37]1[CH:42]=[CH:41][CH:40]=[CH:39][CH:38]=1.[H-].[Na+].O.